Dataset: Full USPTO retrosynthesis dataset with 1.9M reactions from patents (1976-2016). Task: Predict the reactants needed to synthesize the given product. Given the product [CH3:1][N:2]1[CH2:19][CH:18]2[CH:4]([C:5]3[CH:6]=[CH:7][CH:8]=[CH:9][C:10]=3[O:11][C:12]3[CH:13]=[CH:14][C:15]([Cl:20])=[CH:16][C:17]=32)[CH2:3]1, predict the reactants needed to synthesize it. The reactants are: [CH3:1][N:2]1[CH2:19][CH:18]2[CH:4]([C:5]3[CH:6]=[CH:7][CH:8]=[CH:9][C:10]=3[O:11][C:12]3[CH:13]=[CH:14][C:15]([Cl:20])=[CH:16][C:17]=32)[CH2:3]1.C(/C(O)=O)=C/C(O)=O.C(=O)(O)[O-].[Na+].